Dataset: Forward reaction prediction with 1.9M reactions from USPTO patents (1976-2016). Task: Predict the product of the given reaction. The product is: [Cl:1][C:2]1[C:3](=[O:34])[N:4]([CH2:19][CH2:20][C:21]2[CH:22]=[CH:23][C:24]([CH2:27][OH:28])=[CH:25][CH:26]=2)[C:5]([CH2:9][O:10][C:11]2[CH:16]=[CH:15][CH:14]=[C:13]([CH2:17][CH3:18])[CH:12]=2)=[C:6]([Cl:8])[CH:7]=1. Given the reactants [Cl:1][C:2]1[C:3](=[O:34])[N:4]([CH2:19][CH2:20][C:21]2[CH:26]=[CH:25][C:24]([C:27](N3C=CN=C3)=[O:28])=[CH:23][CH:22]=2)[C:5]([CH2:9][O:10][C:11]2[CH:16]=[CH:15][CH:14]=[C:13]([CH2:17][CH3:18])[CH:12]=2)=[C:6]([Cl:8])[CH:7]=1.[BH4-].[Na+].C(OCC)(=O)C, predict the reaction product.